This data is from Full USPTO retrosynthesis dataset with 1.9M reactions from patents (1976-2016). The task is: Predict the reactants needed to synthesize the given product. Given the product [N:1]1[CH:6]=[CH:5][C:4]([C:7]([OH:9])=[O:8])=[N:3][CH:2]=1, predict the reactants needed to synthesize it. The reactants are: [N:1]1[CH:6]=[CH:5][C:4]([C:7]([O:9]C)=[O:8])=[N:3][CH:2]=1.BrC1C(C(O)=S)=NC(C)=NC=1.